This data is from Full USPTO retrosynthesis dataset with 1.9M reactions from patents (1976-2016). The task is: Predict the reactants needed to synthesize the given product. (1) The reactants are: [NH:1]1[C:9]2[C:4](=[CH:5][CH:6]=[CH:7][CH:8]=2)[CH:3]=[C:2]1[C:10]1[C:18]2[C:13](=[CH:14][CH:15]=[C:16]([OH:19])[CH:17]=2)[NH:12][N:11]=1.[N+](C1C=CC=C[C:24]=1[O:29][P:30]([CH:42]1[CH2:47][CH2:46][CH2:45][CH2:44][CH2:43]1)(=O)[O:31]C1C=CC=CC=1[N+]([O-])=O)([O-])=O.N12CCCN=C1CCCCC2.CO. Given the product [CH3:24][O:29][P:30]([CH:42]1[CH2:47][CH2:46][CH2:45][CH2:44][CH2:43]1)(=[O:31])[O:19][C:16]1[CH:17]=[C:18]2[C:13](=[CH:14][CH:15]=1)[NH:12][N:11]=[C:10]2[C:2]1[NH:1][C:9]2[C:4]([CH:3]=1)=[CH:5][CH:6]=[CH:7][CH:8]=2, predict the reactants needed to synthesize it. (2) Given the product [CH3:32][O:33][C:34]1[CH:39]=[CH:38][CH:37]=[CH:36][C:35]=1[C:2]1[C:3]2[CH:14]=[C:13]([C:15]3[CH:20]=[CH:19][CH:18]=[CH:17][CH:16]=3)[CH:12]=[CH:11][C:4]=2[N:5]([CH3:10])[C:6](=[O:9])[CH2:7][N:8]=1, predict the reactants needed to synthesize it. The reactants are: Cl[C:2]1[C:3]2[CH:14]=[C:13]([C:15]3[CH:20]=[CH:19][CH:18]=[CH:17][CH:16]=3)[CH:12]=[CH:11][C:4]=2[N:5]([CH3:10])[C:6](=[O:9])[CH2:7][N:8]=1.C(C1C=C(B(O)O)C=CC=1)=O.[CH3:32][O:33][C:34]1[CH:39]=[CH:38][CH:37]=[CH:36][C:35]=1B(O)O.